The task is: Predict the reaction yield, written as a fraction of the theoretical maximum amount of product (1.0 means a 100% yield; for example, 0.34 means a 34% yield).. This data is from Reaction yield outcomes from USPTO patents with 853,638 reactions. (1) The reactants are [Cl:1][C:2]1[CH:7]=[CH:6][C:5]([O:8][C:9]([N:11]2[C:19]3[C:14](=[CH:15][C:16]([C:21]#[C:22][CH2:23][CH2:24][CH2:25]OS(C)(=O)=O)=[C:17]([F:20])[CH:18]=3)[CH2:13][CH2:12]2)=[O:10])=[CH:4][CH:3]=1.C[CH:32]=[CH:33][CH2:34][NH2:35].[OH-].[Na+].[CH3:38]N(C=O)C. No catalyst specified. The product is [Cl:1][C:2]1[CH:7]=[CH:6][C:5]([O:8][C:9]([N:11]2[C:19]3[C:14](=[CH:15][C:16]([C:21]#[C:22][CH2:23][CH2:24][CH2:25][N:35]([CH2:34][CH:33]=[CH2:32])[CH3:38])=[C:17]([F:20])[CH:18]=3)[CH2:13][CH2:12]2)=[O:10])=[CH:4][CH:3]=1. The yield is 0.670. (2) The reactants are [CH3:1][C:2]([N:10]1[CH:14]=[C:13]([C:15]2[C:16]3[CH:23]=[CH:22][N:21]([CH2:24][O:25][CH2:26][CH2:27][Si:28]([CH3:31])([CH3:30])[CH3:29])[C:17]=3[N:18]=[CH:19][N:20]=2)[CH:12]=[N:11]1)([CH3:9])[CH2:3][C:4](OCC)=[O:5].[H-].C([Al+]CC(C)C)C(C)C. The catalyst is C1COCC1.C(Cl)Cl. The product is [CH3:9][C:2]([N:10]1[CH:14]=[C:13]([C:15]2[C:16]3[CH:23]=[CH:22][N:21]([CH2:24][O:25][CH2:26][CH2:27][Si:28]([CH3:31])([CH3:29])[CH3:30])[C:17]=3[N:18]=[CH:19][N:20]=2)[CH:12]=[N:11]1)([CH3:1])[CH2:3][CH2:4][OH:5]. The yield is 0.990. (3) The reactants are [CH2:1]([N:4]([CH2:27][CH2:28][CH3:29])[C:5]1([C:8]2[CH:13]=[CH:12][C:11]([C:14]#[C:15][C:16]3[CH:26]=[CH:25][C:19]([C:20]([O:22]CC)=[O:21])=[CH:18][CH:17]=3)=[CH:10][CH:9]=2)[CH2:7][CH2:6]1)[CH2:2][CH3:3].[OH-].[Na+]. The catalyst is C(O)C.O1CCCC1. The product is [CH2:27]([N:4]([CH2:1][CH2:2][CH3:3])[C:5]1([C:8]2[CH:13]=[CH:12][C:11]([C:14]#[C:15][C:16]3[CH:17]=[CH:18][C:19]([C:20]([OH:22])=[O:21])=[CH:25][CH:26]=3)=[CH:10][CH:9]=2)[CH2:6][CH2:7]1)[CH2:28][CH3:29]. The yield is 0.700.